From a dataset of NCI-60 drug combinations with 297,098 pairs across 59 cell lines. Regression. Given two drug SMILES strings and cell line genomic features, predict the synergy score measuring deviation from expected non-interaction effect. Drug 1: C1=CC(=CC=C1CCC2=CNC3=C2C(=O)NC(=N3)N)C(=O)NC(CCC(=O)O)C(=O)O. Drug 2: CCC1=C2CN3C(=CC4=C(C3=O)COC(=O)C4(CC)O)C2=NC5=C1C=C(C=C5)O. Cell line: HT29. Synergy scores: CSS=51.2, Synergy_ZIP=0.139, Synergy_Bliss=2.14, Synergy_Loewe=4.87, Synergy_HSA=6.77.